Dataset: Catalyst prediction with 721,799 reactions and 888 catalyst types from USPTO. Task: Predict which catalyst facilitates the given reaction. (1) Reactant: [Cl:1][C:2]1[N:7]=[CH:6][C:5]([S:8](Cl)(=[O:10])=[O:9])=[CH:4][CH:3]=1.[CH3:12][NH:13][CH2:14][CH2:15][N:16]1[CH2:20][CH2:19][CH2:18][CH2:17]1. Product: [Cl:1][C:2]1[N:7]=[CH:6][C:5]([S:8]([N:13]([CH3:12])[CH2:14][CH2:15][N:16]2[CH2:20][CH2:19][CH2:18][CH2:17]2)(=[O:10])=[O:9])=[CH:4][CH:3]=1. The catalyst class is: 2. (2) Reactant: [CH3:1][CH:2]1[CH2:7][CH2:6][NH:5][CH2:4][CH2:3]1.Cl[CH2:9]/[C:10](/[CH3:19])=[CH:11]/[C:12]1[CH:17]=[CH:16][C:15]([I:18])=[CH:14][CH:13]=1.O. Product: [I:18][C:15]1[CH:16]=[CH:17][C:12](/[CH:11]=[C:10](\[CH3:19])/[CH2:9][N:5]2[CH2:6][CH2:7][CH:2]([CH3:1])[CH2:3][CH2:4]2)=[CH:13][CH:14]=1. The catalyst class is: 3. (3) The catalyst class is: 15. Reactant: [CH2:1]([N:3]1[CH:12]=[CH:11][C:10]2[C:5](=[CH:6][C:7]([O:15][CH3:16])=[C:8]([O:13][CH3:14])[CH:9]=2)[C:4]1=[O:17])[CH3:2].[Br:18]Br. Product: [Br:18][C:11]1[C:10]2[C:5](=[CH:6][C:7]([O:15][CH3:16])=[C:8]([O:13][CH3:14])[CH:9]=2)[C:4](=[O:17])[N:3]([CH2:1][CH3:2])[CH:12]=1. (4) Reactant: I[C:2]1[CH:7]=[C:6]([CH3:8])[C:5]([O:9][CH:10]([CH3:12])[CH3:11])=[CH:4][C:3]=1[CH3:13].[Li]CCCC.[C:19](=[O:21])=[O:20].Cl. Product: [CH:10]([O:9][C:5]1[C:6]([CH3:8])=[CH:7][C:2]([C:19]([OH:21])=[O:20])=[C:3]([CH3:13])[CH:4]=1)([CH3:12])[CH3:11]. The catalyst class is: 1. (5) Reactant: [CH2:1]([N:8]1[CH2:12][C@@H:11]([C:13]2[CH:18]=[CH:17][C:16]([Cl:19])=[CH:15][CH:14]=2)[C@H:10]([NH:20][CH3:21])[CH2:9]1)[C:2]1[CH:7]=[CH:6][CH:5]=[CH:4][CH:3]=1.CCN(CC)CC.[CH3:41][C:40]([O:39][C:37](O[C:37]([O:39][C:40]([CH3:43])([CH3:42])[CH3:41])=[O:38])=[O:38])([CH3:43])[CH3:42]. Product: [C:40]([O:39][C:37](=[O:38])[N:20]([C@H:10]1[C@H:11]([C:13]2[CH:18]=[CH:17][C:16]([Cl:19])=[CH:15][CH:14]=2)[CH2:12][N:8]([CH2:1][C:2]2[CH:7]=[CH:6][CH:5]=[CH:4][CH:3]=2)[CH2:9]1)[CH3:21])([CH3:41])([CH3:42])[CH3:43]. The catalyst class is: 2. (6) Reactant: C([O:3][C:4](=[O:37])[C:5]([O:8][C:9]1[CH:14]=[CH:13][C:12]([O:15][CH2:16][CH2:17][C:18]2[N:19]=[C:20]([C:24]3[CH:29]=[CH:28][C:27]([O:30][CH:31]4[CH2:36][CH2:35][CH2:34][CH2:33][CH2:32]4)=[CH:26][CH:25]=3)[O:21][C:22]=2[CH3:23])=[CH:11][CH:10]=1)([CH3:7])[CH3:6])C.[OH-].[Na+]. Product: [CH:31]1([O:30][C:27]2[CH:26]=[CH:25][C:24]([C:20]3[O:21][C:22]([CH3:23])=[C:18]([CH2:17][CH2:16][O:15][C:12]4[CH:11]=[CH:10][C:9]([O:8][C:5]([CH3:7])([CH3:6])[C:4]([OH:37])=[O:3])=[CH:14][CH:13]=4)[N:19]=3)=[CH:29][CH:28]=2)[CH2:32][CH2:33][CH2:34][CH2:35][CH2:36]1. The catalyst class is: 8.